This data is from Reaction yield outcomes from USPTO patents with 853,638 reactions. The task is: Predict the reaction yield, written as a fraction of the theoretical maximum amount of product (1.0 means a 100% yield; for example, 0.34 means a 34% yield). (1) The reactants are [N+:1]([C:4]1[C:5]([N:13]2[CH2:18][CH2:17][CH2:16][C@H:15]([NH:19][C:20](=[O:26])[O:21][C:22]([CH3:25])([CH3:24])[CH3:23])[CH2:14]2)=[C:6]2[CH2:12][CH2:11][CH2:10][C:7]2=[N:8][CH:9]=1)([O-])=O.[NH4+].[Cl-]. The catalyst is CCO.O.CCOC(C)=O.[Fe]. The product is [NH2:1][C:4]1[C:5]([N:13]2[CH2:18][CH2:17][CH2:16][C@H:15]([NH:19][C:20](=[O:26])[O:21][C:22]([CH3:24])([CH3:23])[CH3:25])[CH2:14]2)=[C:6]2[CH2:12][CH2:11][CH2:10][C:7]2=[N:8][CH:9]=1. The yield is 1.00. (2) The reactants are [Cl:1][C:2]1[CH:11]=[CH:10][C:5]([C:6]([O:8]C)=O)=[CH:4][C:3]=1[CH3:12].[Li+].C[Si]([N-][Si](C)(C)C)(C)C.[Cl:23][C:24]1[N:29]=[C:28]([CH3:30])[CH:27]=[CH:26][N:25]=1. The catalyst is C1COCC1. The product is [Cl:1][C:2]1[CH:11]=[CH:10][C:5]([C:6](=[O:8])[CH2:30][C:28]2[CH:27]=[CH:26][N:25]=[C:24]([Cl:23])[N:29]=2)=[CH:4][C:3]=1[CH3:12]. The yield is 0.200. (3) The reactants are [CH3:1][C:2]1([CH3:19])[CH2:7][C:6](B2OC(C)(C)C(C)(C)O2)=[CH:5][C:4]([CH3:18])([CH3:17])[O:3]1.C([O-])([O-])=O.[Na+].[Na+].[Li+].[Cl-].Br[C:29]1[CH:34]=[CH:33][C:32]([N+:35]([O-:37])=[O:36])=[CH:31][N:30]=1. The catalyst is C(COC)OC.C1C=CC([P]([Pd]([P](C2C=CC=CC=2)(C2C=CC=CC=2)C2C=CC=CC=2)([P](C2C=CC=CC=2)(C2C=CC=CC=2)C2C=CC=CC=2)[P](C2C=CC=CC=2)(C2C=CC=CC=2)C2C=CC=CC=2)(C2C=CC=CC=2)C2C=CC=CC=2)=CC=1. The product is [N+:35]([C:32]1[CH:33]=[CH:34][C:29]([C:6]2[CH2:7][C:2]([CH3:1])([CH3:19])[O:3][C:4]([CH3:17])([CH3:18])[CH:5]=2)=[N:30][CH:31]=1)([O-:37])=[O:36]. The yield is 0.830. (4) The reactants are Br[C:2]1[CH:3]=[C:4]([C:16]([F:19])([F:18])[F:17])[C:5]2[N:6]([C:8]([Cl:15])=[C:9]([C:11]([O:13][CH3:14])=[O:12])[N:10]=2)[CH:7]=1.[Br-].[CH2:21]([Zn+])[CH2:22][CH2:23][CH3:24]. The catalyst is O1CCCC1.ClCCl.C1C=CC(P(C2C=CC=CC=2)[C-]2C=CC=C2)=CC=1.C1C=CC(P(C2C=CC=CC=2)[C-]2C=CC=C2)=CC=1.Cl[Pd]Cl.[Fe+2].ClCCl. The product is [CH2:21]([C:2]1[CH:3]=[C:4]([C:16]([F:19])([F:18])[F:17])[C:5]2[N:6]([C:8]([Cl:15])=[C:9]([C:11]([O:13][CH3:14])=[O:12])[N:10]=2)[CH:7]=1)[CH2:22][CH2:23][CH3:24]. The yield is 0.310. (5) The reactants are [C:1]([O:5][C:6]([NH:8][CH2:9][C:10]1[C:11]([CH2:35][CH:36]([CH3:38])[CH3:37])=[N:12][C:13]2[C:18]([C:19]=1[C:20]1[CH:25]=[CH:24][C:23]([CH3:26])=[CH:22][CH:21]=1)=[CH:17][C:16]([C:27]1[S:28][CH:29]=[C:30]([C:32]([OH:34])=O)[N:31]=1)=[CH:15][CH:14]=2)=[O:7])([CH3:4])([CH3:3])[CH3:2].Cl.[CH3:40][NH:41][O:42][CH3:43].Cl.C(N=C=NCCCN(C)C)C.ON1C2C=CC=CC=2N=N1.C(N(CC)CC)C. The catalyst is O.CN(C)C=O. The product is [CH2:35]([C:11]1[C:10]([CH2:9][NH:8][C:6](=[O:7])[O:5][C:1]([CH3:2])([CH3:4])[CH3:3])=[C:19]([C:20]2[CH:25]=[CH:24][C:23]([CH3:26])=[CH:22][CH:21]=2)[C:18]2[C:13](=[CH:14][CH:15]=[C:16]([C:27]3[S:28][CH:29]=[C:30]([C:32]([N:41]([O:42][CH3:43])[CH3:40])=[O:34])[N:31]=3)[CH:17]=2)[N:12]=1)[CH:36]([CH3:37])[CH3:38]. The yield is 0.850. (6) The reactants are Cl.[NH2:2][C:3]1[CH:32]=[CH:31][C:6]2[NH:7][C:8]([C:13]3[C:14](=[O:30])[C:15]([CH3:29])([CH2:24][CH2:25][CH:26]([CH3:28])[CH3:27])[C:16]4[C:21]([C:22]=3[OH:23])=[CH:20][CH:19]=[CH:18][CH:17]=4)=[N:9][S:10](=[O:12])(=[O:11])[C:5]=2[CH:4]=1.[C:33]([NH:37][S:38](Cl)(=[O:40])=[O:39])(=[O:36])[CH2:34][CH3:35].C(N(CC)CC)C. The catalyst is ClCCl. The product is [OH:23][C:22]1[C:21]2[C:16](=[CH:17][CH:18]=[CH:19][CH:20]=2)[C:15]([CH3:29])([CH2:24][CH2:25][CH:26]([CH3:28])[CH3:27])[C:14](=[O:30])[C:13]=1[C:8]1[NH:7][C:6]2[CH:31]=[CH:32][C:3]([NH:2][S:38]([NH:37][C:33](=[O:36])[CH2:34][CH3:35])(=[O:40])=[O:39])=[CH:4][C:5]=2[S:10](=[O:12])(=[O:11])[N:9]=1. The yield is 0.570.